From a dataset of TCR-epitope binding with 47,182 pairs between 192 epitopes and 23,139 TCRs. Binary Classification. Given a T-cell receptor sequence (or CDR3 region) and an epitope sequence, predict whether binding occurs between them. (1) The epitope is ALSKGVHFV. The TCR CDR3 sequence is CASSSGQRNIQYF. Result: 0 (the TCR does not bind to the epitope). (2) The epitope is KLSYGIATV. The TCR CDR3 sequence is CASSQDMGLAAYEQYF. Result: 1 (the TCR binds to the epitope). (3) The epitope is GMFNMLSTVLGVS. The TCR CDR3 sequence is CASREGLGGTEAFF. Result: 0 (the TCR does not bind to the epitope). (4) The epitope is EPLPQGQLTAY. The TCR CDR3 sequence is CASSPQGAYGYTF. Result: 0 (the TCR does not bind to the epitope). (5) The epitope is FSKQLQQSM. The TCR CDR3 sequence is CASSQEEAGELFF. Result: 0 (the TCR does not bind to the epitope). (6) The epitope is LLLGIGILV. The TCR CDR3 sequence is CASSLQGLGNTIYF. Result: 1 (the TCR binds to the epitope). (7) The epitope is TEILPVSMTK. The TCR CDR3 sequence is CAPSQVERGGLGDEQFF. Result: 0 (the TCR does not bind to the epitope). (8) The epitope is YLDAYNMMI. The TCR CDR3 sequence is CASSLGLGATQYF. Result: 0 (the TCR does not bind to the epitope). (9) The epitope is LPPAYTNSF. The TCR CDR3 sequence is CASSQDDPNTEAFF. Result: 1 (the TCR binds to the epitope). (10) The TCR CDR3 sequence is CASSSGGVYEQYF. The epitope is RAKFKQLL. Result: 0 (the TCR does not bind to the epitope).